From a dataset of CYP2C9 inhibition data for predicting drug metabolism from PubChem BioAssay. Regression/Classification. Given a drug SMILES string, predict its absorption, distribution, metabolism, or excretion properties. Task type varies by dataset: regression for continuous measurements (e.g., permeability, clearance, half-life) or binary classification for categorical outcomes (e.g., BBB penetration, CYP inhibition). Dataset: cyp2c9_veith. (1) The drug is C=C(CC1(CNP(=O)(c2ccccc2)c2ccccc2)CC1)c1ccccc1. The result is 1 (inhibitor). (2) The compound is COc1ccc2c(c1)[C@]13CCCC[C@@H]1[C@H](C2)NCC3. The result is 0 (non-inhibitor). (3) The drug is Nc1nc(Nc2ccccc2)nc2c1ncn2[C@@H]1O[C@@H](CO)[C@H](O)[C@H]1O. The result is 1 (inhibitor). (4) The molecule is Cc1ccccc1N1C(=O)c2cc(S(=O)ON)c(Cl)cc2N[C@H]1C. The result is 0 (non-inhibitor). (5) The molecule is COc1cc(/C=C\c2ccc(OC)cc2OC)cc(OC)c1. The result is 0 (non-inhibitor). (6) The drug is O=C(c1ccc(Cl)cc1)N1CCCC(c2ccccc2)=N1. The result is 1 (inhibitor). (7) The molecule is COc1cccc(/C=N/n2nnc3c(cnn3-c3ccccc3)c2=O)c1. The result is 0 (non-inhibitor). (8) The drug is CC(C)NC(=O)N1CC[C@@]2(CCCN(C(=O)c3cccn3C)C2)C1. The result is 0 (non-inhibitor).